Dataset: Full USPTO retrosynthesis dataset with 1.9M reactions from patents (1976-2016). Task: Predict the reactants needed to synthesize the given product. (1) Given the product [CH3:1][NH:2][C:3]([C:5]1[C:10]([NH2:11])=[N:9][CH:8]=[C:7]([C:12]2[CH:17]=[CH:16][CH:15]=[C:14]([CH2:18][NH2:19])[CH:13]=2)[N:6]=1)=[O:4], predict the reactants needed to synthesize it. The reactants are: [CH3:1][NH:2][C:3]([C:5]1[C:10]([NH2:11])=[N:9][CH:8]=[C:7]([C:12]2[CH:17]=[CH:16][CH:15]=[C:14]([CH2:18][N:19]=[N+]=[N-])[CH:13]=2)[N:6]=1)=[O:4].C1(P(C2C=CC=CC=2)C2C=CC=CC=2)C=CC=CC=1. (2) Given the product [F:55][C:56]1[CH:57]=[CH:58][C:59]([C:62]2[C:70]3[C:65](=[CH:66][CH:67]=[C:68]([NH:71][C:30]([C:4]4([CH2:3][O:2][CH3:1])[CH2:8][CH2:7][N:6]([CH2:9][C:10](=[O:29])[N:11]5[CH2:12][CH2:13][N:14]([C:17]6[CH:18]=[CH:19][C:20]([C:23]7[N:28]=[CH:27][CH:26]=[CH:25][N:24]=7)=[CH:21][CH:22]=6)[CH2:15][CH2:16]5)[CH2:5]4)=[O:31])[CH:69]=3)[NH:64][N:63]=2)=[CH:60][CH:61]=1, predict the reactants needed to synthesize it. The reactants are: [CH3:1][O:2][CH2:3][C:4]1([C:30](O)=[O:31])[CH2:8][CH2:7][N:6]([CH2:9][C:10](=[O:29])[N:11]2[CH2:16][CH2:15][N:14]([C:17]3[CH:22]=[CH:21][C:20]([C:23]4[N:28]=[CH:27][CH:26]=[CH:25][N:24]=4)=[CH:19][CH:18]=3)[CH2:13][CH2:12]2)[CH2:5]1.ON1C2C=CC=CC=2N=N1.Cl.CN(C)CCCN=C=NCC.[F:55][C:56]1[CH:61]=[CH:60][C:59]([C:62]2[C:70]3[C:65](=[CH:66][CH:67]=[C:68]([NH2:71])[CH:69]=3)[NH:64][N:63]=2)=[CH:58][CH:57]=1. (3) Given the product [Cl:1][CH2:2][CH2:3][O:4][CH:16]([C:10]1[CH:15]=[CH:14][CH:13]=[CH:12][CH:11]=1)[C:18]1[CH:23]=[CH:22][CH:21]=[CH:20][CH:19]=1, predict the reactants needed to synthesize it. The reactants are: [Cl:1][CH2:2][CH2:3][OH:4].S(=O)(=O)(O)O.[C:10]1([CH:16]([C:18]2[CH:23]=[CH:22][CH:21]=[CH:20][CH:19]=2)O)[CH:15]=[CH:14][CH:13]=[CH:12][CH:11]=1. (4) Given the product [C:8]([O:7][C:5](=[O:6])[NH:12][CH:13]1[CH2:23][CH2:22][NH:21][CH2:24][CH2:25]1)([CH3:11])([CH3:10])[CH3:9], predict the reactants needed to synthesize it. The reactants are: C(O)(C)C.[C:5]([N:12]1CCC(N)C[CH2:13]1)([O:7][C:8]([CH3:11])([CH3:10])[CH3:9])=[O:6].C([N:21]([CH2:24][CH3:25])[CH2:22][CH3:23])C.CO. (5) Given the product [N:28]1([C:23](=[O:24])[CH2:22][C:19]2[CH:20]=[CH:21][C:16]([C@@H:13]3[CH2:14][CH2:15][C@H:11]([NH:10][C@@H:8]([C:5]4[CH:6]=[CH:7][C:2]([F:1])=[C:3]([O:26][CH3:27])[CH:4]=4)[CH3:9])[CH2:12]3)=[CH:17][CH:18]=2)[CH2:34][CH2:33][CH2:32][NH:31][CH2:30][CH2:29]1, predict the reactants needed to synthesize it. The reactants are: [F:1][C:2]1[CH:7]=[CH:6][C:5]([C@H:8]([NH:10][C@H:11]2[CH2:15][CH2:14][C@@H:13]([C:16]3[CH:21]=[CH:20][C:19]([CH2:22][C:23](O)=[O:24])=[CH:18][CH:17]=3)[CH2:12]2)[CH3:9])=[CH:4][C:3]=1[O:26][CH3:27].[NH:28]1[CH2:34][CH2:33][CH2:32][NH:31][CH2:30][CH2:29]1. (6) The reactants are: Cl[C:2]1[C:3]2[C:4](=[CH:13][N:14](CC3C=CC(OC)=CC=3)[N:15]=2)[N:5]=[C:6]([C:8]2[S:9][CH:10]=[CH:11][CH:12]=2)[N:7]=1.[S:25]1[CH2:30][CH2:29][N:28]([C:31]2[CH:37]=[CH:36][C:34]([NH2:35])=[CH:33][CH:32]=2)[CH2:27][CH2:26]1.Cl. Given the product [S:25]1[CH2:30][CH2:29][N:28]([C:31]2[CH:32]=[CH:33][C:34]([NH:35][C:2]3[C:3]4[NH:15][N:14]=[CH:13][C:4]=4[N:5]=[C:6]([C:8]4[S:9][CH:10]=[CH:11][CH:12]=4)[N:7]=3)=[CH:36][CH:37]=2)[CH2:27][CH2:26]1, predict the reactants needed to synthesize it. (7) Given the product [OH:22][C@@H:19]1[CH2:20][N:2]([CH2:3][C:4]([NH2:6])=[O:5])[C:16](=[O:17])[CH2:15]1, predict the reactants needed to synthesize it. The reactants are: Cl.[NH2:2][CH2:3][C:4]([NH2:6])=[O:5].C(=O)([O-])[O-].[K+].[K+].C([C@@H:15]([CH:19]([OH:22])[CH2:20]Cl)[C:16](O)=[O:17])C. (8) Given the product [Br:1][C:2]1[C:3]([N:10]2[CH2:16][CH:15]([OH:17])[CH2:14][NH:13][CH2:12][CH2:11]2)=[N:4][C:5]([I:8])=[CH:6][CH:7]=1, predict the reactants needed to synthesize it. The reactants are: [Br:1][C:2]1[C:3](F)=[N:4][C:5]([I:8])=[CH:6][CH:7]=1.[NH:10]1[CH2:16][CH:15]([OH:17])[CH2:14][NH:13][CH2:12][CH2:11]1.CCN(C(C)C)C(C)C. (9) Given the product [Br:1][C:20]1[CH:19]=[N:18][N:17]([C:14]2[CH:13]=[CH:12][C:11]([O:10][CH3:9])=[CH:16][CH:15]=2)[CH:21]=1, predict the reactants needed to synthesize it. The reactants are: [Br:1]N1C(=O)CCC1=O.[CH3:9][O:10][C:11]1[CH:16]=[CH:15][C:14]([N:17]2[CH:21]=[CH:20][CH:19]=[N:18]2)=[CH:13][CH:12]=1.